This data is from Experimentally validated miRNA-target interactions with 360,000+ pairs, plus equal number of negative samples. The task is: Binary Classification. Given a miRNA mature sequence and a target amino acid sequence, predict their likelihood of interaction. (1) The miRNA is hsa-let-7g-5p with sequence UGAGGUAGUAGUUUGUACAGUU. The protein sequence of the target gene is MNIEVGNISYTGAIISWSSSEPCLEDYYHIMYRPNWNSIFSGYLRYSFHHEEKVPRTISSVVLEHLAPSTLYFLCISCKKAAFPYRHYCTMFHTLDKSPLAPGSSLVDPQISLWVLMAILLACFTAVLAFICLQFWCVRCHEPRWSYRAGHMEEANGLVRWPEEAPDLGQREEDLQGLPLVEMPRKNSRDGAELDPEANQDAPDAGALQRGGGDPPAILPHCGE. Result: 1 (interaction). (2) The miRNA is hsa-miR-22-3p with sequence AAGCUGCCAGUUGAAGAACUGU. The protein sequence of the target gene is MVATCLQVVGFVTSFVGWIGVIVTTSTNDWVVTCGYTIPTCRKLDELGSKGLWADCVMATGLYHCKPLVDILILPGYVQACRALMIAASVLGLPAILLLLTVLPCIRMGQEPGVAKYRRAQLAGVLLILLALCALVATIWFPVCAHRETTIVSFGYSLYAGWIGAVLCLVGGCVILCCAGDAQAFGENRFYYTAGSSSPTHAKSAHV. Result: 0 (no interaction). (3) The miRNA is cel-miR-72-5p with sequence AGGCAAGAUGUUGGCAUAGCUGA. The protein sequence of the target gene is MTRGFAPILPVEFHKMGSFRRPRPRFMSSPVLSDLPRFQAARQALQLSSSSAWNSVQTAVINVFKGGGLQSNELYALNENIRRLLKSELGSFITDYFQNQLLAKGLFFVEEKIKLCEGENRIEVLAEVWDHFFTETLPTLQAIFYPVQGQELTIRQISLLGFRDLVLLKVKLGDLLLLAQSKLPSSIVQMLLILQSVHEPTGPSESYLQLEELVKQVVSPFLGISGDRSFSGPTYTLARRHSRVRPKVTVLNYASPITAVSRPLNEMVLTPLTEQEGEAYLEKCGSVRRHTVANAHSDIQ.... Result: 0 (no interaction). (4) The miRNA is mmu-miR-450b-3p with sequence AUUGGGAACAUUUUGCAUGCAU. The protein sequence of the target gene is MGNHSGKRELSAEKASKDGEIHRGEAGKKRSVGKLSQTASEDSDVFGEADAIQNNGTSAEDTAVTDSKHTADPKNNWQGAHPADPGNRPHLIRLFSRDAPGREDNTFKDRPSESDELQTIQEDPTAASGGLDVMASQKRPSQRSKYLATASTMDHARHGFLPRHRDTGILDSIGRFFSGDRGAPKRGSGKDSHTRTTHYGSLPQKSQHGRTQDENPVVHFFKNIVTPRTPPPSQGKGGRDSRSGSPMARR. Result: 1 (interaction).